From a dataset of Forward reaction prediction with 1.9M reactions from USPTO patents (1976-2016). Predict the product of the given reaction. (1) Given the reactants [F:1][C:2]1[CH:10]=[C:9]2[C:5]([C:6]([C:20]3[CH:21]=[N:22][NH:23][CH:24]=3)=[CH:7][N:8]2[S:11]([C:14]2[CH:19]=[CH:18][CH:17]=[CH:16][CH:15]=2)(=[O:13])=[O:12])=[CH:4][CH:3]=1.Br[CH2:26][CH2:27][OH:28].C([O-])([O-])=O.[K+].[K+], predict the reaction product. The product is: [F:1][C:2]1[CH:10]=[C:9]2[C:5]([C:6]([C:20]3[CH:24]=[N:23][N:22]([CH2:26][CH2:27][OH:28])[CH:21]=3)=[CH:7][N:8]2[S:11]([C:14]2[CH:15]=[CH:16][CH:17]=[CH:18][CH:19]=2)(=[O:12])=[O:13])=[CH:4][CH:3]=1. (2) The product is: [Cl:1][C:2]1[CH:3]=[CH:4][C:5]2[NH:11][C:10]3[CH:12]=[CH:13][CH:14]=[CH:15][C:9]=3[C:8]([N:16]3[CH2:21][CH2:20][N:19]([C:23](=[O:39])[CH2:24][CH2:25][CH2:26][CH2:27][CH2:28][CH2:29][CH2:30][CH2:31][CH2:32][CH2:33][CH2:34][CH2:35][CH2:36][CH2:37][CH3:38])[CH2:18][CH2:17]3)=[N:7][C:6]=2[CH:22]=1. Given the reactants [Cl:1][C:2]1[CH:3]=[CH:4][C:5]2[NH:11][C:10]3[CH:12]=[CH:13][CH:14]=[CH:15][C:9]=3[C:8]([N:16]3[CH2:21][CH2:20][NH:19][CH2:18][CH2:17]3)=[N:7][C:6]=2[CH:22]=1.[C:23](Cl)(=[O:39])[CH2:24][CH2:25][CH2:26][CH2:27][CH2:28][CH2:29][CH2:30][CH2:31][CH2:32][CH2:33][CH2:34][CH2:35][CH2:36][CH2:37][CH3:38], predict the reaction product.